Task: Regression. Given a peptide amino acid sequence and an MHC pseudo amino acid sequence, predict their binding affinity value. This is MHC class I binding data.. Dataset: Peptide-MHC class I binding affinity with 185,985 pairs from IEDB/IMGT (1) The peptide sequence is RVMPVFAFK. The MHC is HLA-B45:06 with pseudo-sequence HLA-B45:06. The binding affinity (normalized) is 0.213. (2) The binding affinity (normalized) is 0.0847. The peptide sequence is SEKTHIHIF. The MHC is HLA-A26:01 with pseudo-sequence HLA-A26:01. (3) The peptide sequence is VLFIHPLDA. The MHC is HLA-A02:19 with pseudo-sequence HLA-A02:19. The binding affinity (normalized) is 0.531. (4) The peptide sequence is SPTPGPSNA. The MHC is HLA-A11:01 with pseudo-sequence HLA-A11:01. The binding affinity (normalized) is 0.213. (5) The peptide sequence is KAAFDLSHFL. The MHC is HLA-C06:02 with pseudo-sequence HLA-C06:02. The binding affinity (normalized) is 0.0968. (6) The peptide sequence is AVNPGLLET. The MHC is HLA-A03:01 with pseudo-sequence HLA-A03:01. The binding affinity (normalized) is 0.257. (7) The peptide sequence is RIYKTIKQY. The MHC is HLA-B58:01 with pseudo-sequence HLA-B58:01. The binding affinity (normalized) is 0.354. (8) The peptide sequence is KTHSFTLGF. The MHC is HLA-A02:19 with pseudo-sequence HLA-A02:19. The binding affinity (normalized) is 0.0847.